From a dataset of Peptide-MHC class II binding affinity with 134,281 pairs from IEDB. Regression. Given a peptide amino acid sequence and an MHC pseudo amino acid sequence, predict their binding affinity value. This is MHC class II binding data. (1) The peptide sequence is RRDLRLASNAICSAVPV. The MHC is DRB1_1101 with pseudo-sequence DRB1_1101. The binding affinity (normalized) is 0.596. (2) The peptide sequence is PPTVTIFKISKTVSE. The MHC is HLA-DQA10301-DQB10302 with pseudo-sequence HLA-DQA10301-DQB10302. The binding affinity (normalized) is 0.377.